From a dataset of Peptide-MHC class I binding affinity with 185,985 pairs from IEDB/IMGT. Regression. Given a peptide amino acid sequence and an MHC pseudo amino acid sequence, predict their binding affinity value. This is MHC class I binding data. (1) The peptide sequence is AVFLSYIGY. The MHC is HLA-A31:01 with pseudo-sequence HLA-A31:01. The binding affinity (normalized) is 0.0847. (2) The peptide sequence is AQPAPQAPY. The MHC is HLA-B07:02 with pseudo-sequence YYSEYRNIYAQTDESNLYLSYDYYTWAERAYEWY. The binding affinity (normalized) is 0.213.